From a dataset of Peptide-MHC class II binding affinity with 134,281 pairs from IEDB. Regression. Given a peptide amino acid sequence and an MHC pseudo amino acid sequence, predict their binding affinity value. This is MHC class II binding data. The peptide sequence is EKKYFAATQEEPLAA. The MHC is HLA-DQA10501-DQB10301 with pseudo-sequence HLA-DQA10501-DQB10301. The binding affinity (normalized) is 0.100.